The task is: Predict the reactants needed to synthesize the given product.. This data is from Full USPTO retrosynthesis dataset with 1.9M reactions from patents (1976-2016). (1) Given the product [Br:1][C:2]1[CH:7]=[C:6]([C:8]#[N:9])[CH:5]=[C:4]2[C:3]=1[N:10]=[CH:11][C:12]([C:13]([O:15][CH2:16][CH3:17])=[O:14])=[C:18]2[OH:20], predict the reactants needed to synthesize it. The reactants are: [Br:1][C:2]1[CH:7]=[C:6]([C:8]#[N:9])[CH:5]=[CH:4][C:3]=1[NH:10][CH:11]=[C:12]([C:18]([O:20]CC)=O)[C:13]([O:15][CH2:16][CH3:17])=[O:14]. (2) Given the product [OH:12][CH2:11][C@@H:6]1[O:5][C:4]([CH3:14])([CH3:3])[O:8][C@@H:7]1[C@H:9]([OH:10])[CH3:13], predict the reactants needed to synthesize it. The reactants are: [BH4-].[Na+].[CH3:3][C:4]1([CH3:14])[O:8][C@@H:7]2[C@@H:9]([CH3:13])[O:10][CH:11]([OH:12])[C@@H:6]2[O:5]1.[Cl-].[Ca+2].[Cl-].C(OCC)(=O)C.